Dataset: Peptide-MHC class I binding affinity with 185,985 pairs from IEDB/IMGT. Task: Regression. Given a peptide amino acid sequence and an MHC pseudo amino acid sequence, predict their binding affinity value. This is MHC class I binding data. (1) The peptide sequence is DPKNWWHIL. The MHC is HLA-A01:01 with pseudo-sequence HLA-A01:01. The binding affinity (normalized) is 0.0847. (2) The peptide sequence is PVETLFGSY. The binding affinity (normalized) is 0. The MHC is HLA-A31:01 with pseudo-sequence HLA-A31:01. (3) The peptide sequence is AVATTHSWI. The MHC is HLA-A02:01 with pseudo-sequence HLA-A02:01. The binding affinity (normalized) is 0.0386.